The task is: Predict the reactants needed to synthesize the given product.. This data is from Full USPTO retrosynthesis dataset with 1.9M reactions from patents (1976-2016). (1) Given the product [CH2:1]([O:4][N:5]([C:6]([O:7][C:8]([CH3:11])([CH3:10])[CH3:9])=[O:12])[C@H:31]1[CH2:30][N:29]([C:42]([O:44][C:45]([CH3:46])([CH3:47])[CH3:48])=[O:43])[C@H:28]([CH2:27][O:26][Si:19]([C:22]([CH3:25])([CH3:24])[CH3:23])([CH3:21])[CH3:20])[CH:33]=[C:32]1[CH2:34][O:35][CH3:36])[CH:2]=[CH2:3], predict the reactants needed to synthesize it. The reactants are: [CH2:1]([O:4][NH:5][C:6](=[O:12])[O:7][C:8]([CH3:11])([CH3:10])[CH3:9])[CH:2]=[CH2:3].CC([O-])(C)C.[K+].[Si:19]([O:26][CH2:27][C@@H:28]1[CH:33]=[C:32]([CH2:34][O:35][CH3:36])[C@H:31](OS(C)(=O)=O)[CH2:30][N:29]1[C:42]([O:44][C:45]([CH3:48])([CH3:47])[CH3:46])=[O:43])([C:22]([CH3:25])([CH3:24])[CH3:23])([CH3:21])[CH3:20].ON. (2) Given the product [CH3:1][O:2][C:3]1[CH:8]=[CH:7][C:6]([C:9]2[CH:14]=[CH:13][N:12]=[C:11]([NH:33][CH:30]([CH2:29][O:28][CH3:27])[CH2:31][CH3:32])[C:10]=2[N+:23]([O-:25])=[O:24])=[C:5]([CH3:26])[CH:4]=1, predict the reactants needed to synthesize it. The reactants are: [CH3:1][O:2][C:3]1[CH:8]=[CH:7][C:6]([C:9]2[CH:14]=[CH:13][N:12]=[C:11](OS(C(F)(F)F)(=O)=O)[C:10]=2[N+:23]([O-:25])=[O:24])=[C:5]([CH3:26])[CH:4]=1.[CH3:27][O:28][CH2:29][CH:30]([NH2:33])[CH2:31][CH3:32]. (3) Given the product [F:14][C:9]1[CH:10]=[CH:11][CH:12]=[CH:13][C:8]=1[CH2:7][N:6]1[C:2]([C:21]#[N:22])=[N:3][C:4]([C:15]2[CH:20]=[CH:19][CH:18]=[CH:17][N:16]=2)=[N:5]1, predict the reactants needed to synthesize it. The reactants are: Br[C:2]1[N:6]([CH2:7][C:8]2[CH:13]=[CH:12][CH:11]=[CH:10][C:9]=2[F:14])[N:5]=[C:4]([C:15]2[CH:20]=[CH:19][CH:18]=[CH:17][N:16]=2)[N:3]=1.[C-:21]#[N:22].[K+]. (4) Given the product [CH3:20][O:21][C:22](=[O:25])[CH2:23][N:11]1[C:10](=[O:17])[C:9]2[C:13](=[CH:14][CH:15]=[C:7]([O:6][C:5]3[CH:18]=[CH:19][C:2]([F:1])=[CH:3][CH:4]=3)[CH:8]=2)[C:12]1=[O:16], predict the reactants needed to synthesize it. The reactants are: [F:1][C:2]1[CH:19]=[CH:18][C:5]([O:6][C:7]2[CH:8]=[C:9]3[C:13](=[CH:14][CH:15]=2)[C:12](=[O:16])[NH:11][C:10]3=[O:17])=[CH:4][CH:3]=1.[CH3:20][O:21][C:22](=[O:25])[CH2:23]Br.C([O-])([O-])=O.[K+].[K+]. (5) The reactants are: [CH:1]([C@H:14]1[N:19]2[CH2:20][CH2:21][NH:22][CH2:23][C@H:18]2[CH2:17][N:16]([CH2:24][C:25]2[CH:30]=[C:29]([N:31]3[C:35]([C:36]([F:39])([F:38])[F:37])=[N:34][N:33]=[N:32]3)[CH:28]=[CH:27][C:26]=2[O:40][CH3:41])[CH2:15]1)([C:8]1[CH:13]=[CH:12][CH:11]=[CH:10][CH:9]=1)[C:2]1[CH:7]=[CH:6][CH:5]=[CH:4][CH:3]=1.Br[C:43]1[CH:44]=[N:45][CH:46]=[CH:47][CH:48]=1.CC(C)([O-])C.[Na+].[ClH:55]. Given the product [ClH:55].[ClH:55].[ClH:55].[CH:1]([C@H:14]1[N:19]2[CH2:20][CH2:21][N:22]([C:43]3[CH:44]=[N:45][CH:46]=[CH:47][CH:48]=3)[CH2:23][C@H:18]2[CH2:17][N:16]([CH2:24][C:25]2[CH:30]=[C:29]([N:31]3[C:35]([C:36]([F:39])([F:38])[F:37])=[N:34][N:33]=[N:32]3)[CH:28]=[CH:27][C:26]=2[O:40][CH3:41])[CH2:15]1)([C:2]1[CH:7]=[CH:6][CH:5]=[CH:4][CH:3]=1)[C:8]1[CH:9]=[CH:10][CH:11]=[CH:12][CH:13]=1, predict the reactants needed to synthesize it. (6) Given the product [C:1]([C:5]1[CH:6]=[CH:7][C:8]([N:11]2[CH2:16][CH2:15][O:14][C@H:13]([C@@H:17]([OH:21])[C:18]([NH:23][C:24]3[CH:31]=[CH:30][C:27]([C:28]#[N:29])=[CH:26][C:25]=3[F:32])=[O:20])[C:12]2=[O:22])=[CH:9][CH:10]=1)([CH3:4])([CH3:3])[CH3:2], predict the reactants needed to synthesize it. The reactants are: [C:1]([C:5]1[CH:10]=[CH:9][C:8]([N:11]2[CH2:16][CH2:15][O:14][C@H:13]([C@@H:17]([OH:21])[C:18]([OH:20])=O)[C:12]2=[O:22])=[CH:7][CH:6]=1)([CH3:4])([CH3:3])[CH3:2].[NH2:23][C:24]1[CH:31]=[CH:30][C:27]([C:28]#[N:29])=[CH:26][C:25]=1[F:32].NC1C=C2C(=CC=1)C(N(C(OC(C)(C)C)=O)C(OC(C)(C)C)=O)=NC=C2. (7) Given the product [F:12][C:13]1[CH:18]=[C:17]([F:19])[CH:16]=[CH:15][C:14]=1[C:5]1[CH:6]=[CH:7][C:8]([F:10])=[CH:9][C:4]=1[C:2](=[O:3])[CH3:1], predict the reactants needed to synthesize it. The reactants are: [CH3:1][C:2]([C:4]1[CH:9]=[C:8]([F:10])[CH:7]=[CH:6][C:5]=1Br)=[O:3].[F:12][C:13]1[CH:18]=[C:17]([F:19])[CH:16]=[CH:15][C:14]=1B(O)O.ClCCl.[OH-].[Na+].